From a dataset of Reaction yield outcomes from USPTO patents with 853,638 reactions. Predict the reaction yield, written as a fraction of the theoretical maximum amount of product (1.0 means a 100% yield; for example, 0.34 means a 34% yield). (1) The reactants are C([N:4]1[C@@H:9]([C:10]([O:12][CH3:13])=[O:11])[C@H:8]([C:14]2[CH:19]=[CH:18][C:17]([Cl:20])=[C:16]([Cl:21])[CH:15]=2)[C:7]2[CH:22]=[C:23]([N:25]3[CH2:30][CH2:29][O:28][CH2:27][CH2:26]3)[S:24][C:6]=2[C:5]1=[O:31])C=C. The catalyst is C(O)CC.[Rh](Cl)(Cl)Cl. The product is [Cl:21][C:16]1[CH:15]=[C:14]([C@H:8]2[C@H:9]([C:10]([O:12][CH3:13])=[O:11])[NH:4][C:5](=[O:31])[C:6]3[S:24][C:23]([N:25]4[CH2:30][CH2:29][O:28][CH2:27][CH2:26]4)=[CH:22][C:7]2=3)[CH:19]=[CH:18][C:17]=1[Cl:20]. The yield is 0.880. (2) The reactants are [CH3:1][C:2]1[CH:7]=[CH:6][C:5]([S:8]([O:11][CH2:12][CH:13]2[CH2:17][C:16]3[CH:18]=[CH:19][CH:20]=[C:21]([NH2:22])[C:15]=3[O:14]2)(=[O:10])=[O:9])=[CH:4][CH:3]=1.Br[C:24]1[CH:29]=[CH:28][C:27]([CH3:30])=[C:26]([CH3:31])[CH:25]=1.CC1C=CC(S(OCC2CC3C=CC=C(NC4C=CC(Cl)=CC=4)C=3O2)(=O)=O)=CC=1. No catalyst specified. The product is [CH3:1][C:2]1[CH:3]=[CH:4][C:5]([S:8]([O:11][CH2:12][CH:13]2[CH2:17][C:16]3[CH:18]=[CH:19][CH:20]=[C:21]([NH:22][C:24]4[CH:29]=[CH:28][C:27]([CH3:30])=[C:26]([CH3:31])[CH:25]=4)[C:15]=3[O:14]2)(=[O:10])=[O:9])=[CH:6][CH:7]=1. The yield is 0.380. (3) The reactants are [N:1]1[CH:6]=[CH:5][C:4]([C:7]([NH:9][C:10]2[CH:25]=[CH:24][CH:23]=[CH:22][C:11]=2[C:12]([NH:14][C:15]2[CH:20]=[CH:19][C:18]([Cl:21])=[CH:17][CH:16]=2)=[O:13])=[O:8])=[CH:3][CH:2]=1.[CH2:26]([Br:33])[C:27]1[CH:32]=[CH:31][CH:30]=[CH:29][CH:28]=1. No catalyst specified. The product is [Br-:33].[CH2:26]([N+:1]1[CH:6]=[CH:5][C:4]([C:7]([NH:9][C:10]2[CH:25]=[CH:24][CH:23]=[CH:22][C:11]=2[C:12]([NH:14][C:15]2[CH:20]=[CH:19][C:18]([Cl:21])=[CH:17][CH:16]=2)=[O:13])=[O:8])=[CH:3][CH:2]=1)[C:27]1[CH:32]=[CH:31][CH:30]=[CH:29][CH:28]=1. The yield is 0.730. (4) The reactants are [CH3:1][O:2][C:3]([C:5]1[S:6][C:7]([C:23]2[CH:28]=[CH:27][CH:26]=[CH:25][CH:24]=2)=[CH:8][C:9]=1[NH:10][S:11]([C:14]1[CH:19]=[C:18]([CH3:20])[C:17]([Cl:21])=[CH:16][C:15]=1[CH3:22])(=[O:13])=[O:12])=[O:4].[I:29][C:30]1[CH:31]=[C:32]([CH:35]=[CH:36][CH:37]=1)[CH2:33]Br.C(=O)([O-])[O-].[Cs+].[Cs+]. The catalyst is CN(C=O)C. The product is [CH3:1][O:2][C:3]([C:5]1[S:6][C:7]([C:23]2[CH:28]=[CH:27][CH:26]=[CH:25][CH:24]=2)=[CH:8][C:9]=1[N:10]([S:11]([C:14]1[CH:19]=[C:18]([CH3:20])[C:17]([Cl:21])=[CH:16][C:15]=1[CH3:22])(=[O:13])=[O:12])[CH2:33][C:32]1[CH:35]=[CH:36][CH:37]=[C:30]([I:29])[CH:31]=1)=[O:4]. The yield is 0.870. (5) The reactants are CON(C)[C:4](=[O:30])[CH2:5][CH:6]1[S:10][C:9]([C:11]2[NH:12][C:13]3[C:18]([CH:19]=2)=[CH:17][CH:16]=[CH:15][C:14]=3[N:20]([CH3:29])[S:21]([C:24]2[S:25][CH:26]=[CH:27][CH:28]=2)(=[O:23])=[O:22])=[N:8][CH2:7]1.O1CCC[CH2:33]1.C[Mg]Br.C(O)(=O)CC(CC(O)=O)(C(O)=O)O. The catalyst is O1CCCC1. The product is [CH3:29][N:20]([C:14]1[CH:15]=[CH:16][CH:17]=[C:18]2[C:13]=1[NH:12][C:11]([C:9]1[S:10][CH:6]([CH2:5][C:4](=[O:30])[CH3:33])[CH2:7][N:8]=1)=[CH:19]2)[S:21]([C:24]1[S:25][CH:26]=[CH:27][CH:28]=1)(=[O:23])=[O:22]. The yield is 0.670. (6) The reactants are [Cl:1][CH2:2][CH2:3][O:4][C:5]1[CH:12]=[CH:11][C:8]([CH2:9]O)=[CH:7][CH:6]=1.S(Br)([Br:15])=O. The catalyst is O1CCOCC1.CCOCC. The product is [Cl:1][CH2:2][CH2:3][O:4][C:5]1[CH:12]=[CH:11][C:8]([CH2:9][Br:15])=[CH:7][CH:6]=1. The yield is 0.580. (7) The reactants are [CH2:1]([C:5]1[CH:6]=[C:7]2[C:12](=[C:13]([O:15][CH:16]3[CH2:21][CH2:20][NH:19][CH2:18][CH2:17]3)[CH:14]=1)[N:11]=[CH:10][CH:9]=[CH:8]2)[CH2:2][CH2:3][CH3:4].[I-].[Na+].C(=O)(O)[O-].[Na+].[CH3:29][S:30]([CH2:33][CH2:34][CH2:35]Br)(=[O:32])=[O:31].CS(CCC[Cl:44])(=O)=O. The catalyst is CN(C=O)C.CO. The product is [ClH:44].[ClH:44].[CH2:1]([C:5]1[CH:6]=[C:7]2[C:12](=[C:13]([O:15][CH:16]3[CH2:17][CH2:18][N:19]([CH2:35][CH2:34][CH2:33][S:30]([CH3:29])(=[O:32])=[O:31])[CH2:20][CH2:21]3)[CH:14]=1)[N:11]=[CH:10][CH:9]=[CH:8]2)[CH2:2][CH2:3][CH3:4]. The yield is 0.180. (8) The reactants are CO.[CH:3]1([C:9]2[C:17]3[C:16](=[O:18])[NH:15][C:14]([C:19]4[CH:24]=[CH:23][C:22]([N:25]5[CH2:31][CH2:30][CH2:29][NH:28][CH2:27][CH2:26]5)=[CH:21][C:20]=4[O:32][CH3:33])=[N:13][C:12]=3[N:11]([CH3:34])[N:10]=2)[CH2:8][CH2:7][CH2:6][CH2:5][CH2:4]1.[CH3:35][S:36]([OH:39])(=[O:38])=[O:37]. The catalyst is CCOCC. The product is [CH3:35][S:36]([OH:39])(=[O:38])=[O:37].[CH:3]1([C:9]2[C:17]3[C:16](=[O:18])[NH:15][C:14]([C:19]4[CH:24]=[CH:23][C:22]([N:25]5[CH2:31][CH2:30][CH2:29][NH:28][CH2:27][CH2:26]5)=[CH:21][C:20]=4[O:32][CH3:33])=[N:13][C:12]=3[N:11]([CH3:34])[N:10]=2)[CH2:4][CH2:5][CH2:6][CH2:7][CH2:8]1. The yield is 0.690.